Predict the product of the given reaction. From a dataset of Forward reaction prediction with 1.9M reactions from USPTO patents (1976-2016). Given the reactants [Br:1][C:2]1[C:11]2C(=CC(OC)=C[CH:10]=2)[CH2:5][CH2:4][CH:3]=1.Cl[C:15]1C(=O)C(C#N)=C(C#N)C(=O)C=1Cl.[O:28]1[CH2:32][CH2:31][CH2:30][CH2:29]1, predict the reaction product. The product is: [Br:1][C:2]1[C:11]2[C:29](=[CH:30][CH:31]=[C:32]([O:28][CH3:15])[CH:10]=2)[CH:5]=[CH:4][CH:3]=1.